This data is from Full USPTO retrosynthesis dataset with 1.9M reactions from patents (1976-2016). The task is: Predict the reactants needed to synthesize the given product. (1) Given the product [F:1][C:2]1[C:7]([C:8]([F:9])([F:10])[F:11])=[CH:6][CH:5]=[CH:4][C:3]=1[C:12]1[CH:17]=[CH:16][N:15]=[C:14]([C:18]2[NH:20][O:21][C:22](=[O:23])[N:19]=2)[CH:13]=1, predict the reactants needed to synthesize it. The reactants are: [F:1][C:2]1[C:7]([C:8]([F:11])([F:10])[F:9])=[CH:6][CH:5]=[CH:4][C:3]=1[C:12]1[CH:17]=[CH:16][N:15]=[C:14]([C:18](=[N:20][OH:21])[NH2:19])[CH:13]=1.[C:22](N1C=CN=C1)(N1C=CN=C1)=[O:23].N12CCCN=C1CCCCC2.Cl. (2) Given the product [Cl:9][C:4]1[CH:3]=[C:2]([F:1])[C:7]([Si:24]([CH3:26])([CH3:25])[CH3:23])=[C:6]([F:8])[CH:5]=1, predict the reactants needed to synthesize it. The reactants are: [F:1][C:2]1[CH:3]=[C:4]([Cl:9])[CH:5]=[C:6]([F:8])[CH:7]=1.CN(C)CCN(C)C.C([Li])CCC.[CH3:23][Si:24](Cl)([CH3:26])[CH3:25].[Cl-].[NH4+].